From a dataset of Forward reaction prediction with 1.9M reactions from USPTO patents (1976-2016). Predict the product of the given reaction. (1) Given the reactants [F:1][C:2]1[CH:3]=[C:4]([CH:19]=[CH:20][CH:21]=1)[CH2:5][O:6][C:7]1[CH:15]=[CH:14][C:13]([N+:16]([O-])=O)=[CH:12][C:8]=1[C:9]([NH2:11])=[O:10], predict the reaction product. The product is: [NH2:16][C:13]1[CH:14]=[CH:15][C:7]([O:6][CH2:5][C:4]2[CH:19]=[CH:20][CH:21]=[C:2]([F:1])[CH:3]=2)=[C:8]([CH:12]=1)[C:9]([NH2:11])=[O:10]. (2) Given the reactants C1(P(=O)(C2C=CC=CC=2)C2C=CC=CC=2)C=CC=CC=1.FC(F)(F)S(OS(C(F)(F)F)(=O)=O)(=O)=O.C([S:43][C:44]1([CH2:50][NH:51][C:52]([C:54]2[NH:55][C:56]3[C:61]([CH:62]=2)=[CH:60][C:59]([O:63][CH2:64][CH2:65][O:66][CH3:67])=[CH:58][C:57]=3[N:68]([CH3:78])[S:69]([C:72]2[CH:77]=[CH:76][CH:75]=[CH:74][N:73]=2)(=[O:71])=[O:70])=O)[CH2:49][CH2:48][O:47][CH2:46][CH2:45]1)C1C=CC=CC=1.C1(SC)C=CC=CC=1.C(OCC)(=O)C.Cl, predict the reaction product. The product is: [CH3:67][O:66][CH2:65][CH2:64][O:63][C:59]1[CH:60]=[C:61]2[C:56](=[C:57]([N:68]([CH3:78])[S:69]([C:72]3[CH:77]=[CH:76][CH:75]=[CH:74][N:73]=3)(=[O:70])=[O:71])[CH:58]=1)[NH:55][C:54]([C:52]1[S:43][C:44]3([CH2:49][CH2:48][O:47][CH2:46][CH2:45]3)[CH2:50][N:51]=1)=[CH:62]2. (3) The product is: [O:22]=[C:20]1[C:19]2[CH:23]=[CH:24][CH:25]=[CH:26][C:18]=2[S:17][C:16]([C:14]2[N:15]=[C:10]([CH2:9][NH:8][C:32]([C:27]3[S:31][CH:30]=[CH:29][CH:28]=3)=[O:33])[CH:11]=[CH:12][CH:13]=2)=[N:21]1. Given the reactants FC(F)(F)C(O)=O.[NH2:8][CH2:9][C:10]1[N:15]=[C:14]([C:16]2[S:17][C:18]3[CH:26]=[CH:25][CH:24]=[CH:23][C:19]=3[C:20](=[O:22])[N:21]=2)[CH:13]=[CH:12][CH:11]=1.[C:27]1([C:32](Cl)=[O:33])[S:31][CH:30]=[CH:29][CH:28]=1.C(OCC)(=O)C.O, predict the reaction product. (4) Given the reactants [F:1][C:2]([CH3:6])([CH3:5])[CH2:3][OH:4].N1C(C)=CC=CC=1C.[F:15][C:16]([F:29])([F:28])[S:17](O[S:17]([C:16]([F:29])([F:28])[F:15])(=[O:19])=[O:18])(=[O:19])=[O:18].Cl, predict the reaction product. The product is: [F:15][C:16]([F:29])([F:28])[S:17]([O:4][CH2:3][C:2]([F:1])([CH3:6])[CH3:5])(=[O:19])=[O:18]. (5) Given the reactants [C:1]([O:4][C:5]1([CH2:10][N:11]2[CH:15]=[C:14]([C:16]([CH3:19])([CH3:18])[CH3:17])[S:13]/[C:12]/2=[N:20]\[C:21]([C:23]2[CH:28]=[C:27]([Cl:29])[CH:26]=[CH:25][C:24]=2[O:30][CH3:31])=S)[CH2:9][CH2:8][CH2:7][CH2:6]1)(=[O:3])[CH3:2].C(N(CC)CC)C.[N:39]#[C:40][NH2:41], predict the reaction product. The product is: [C:1]([O:4][C:5]1([CH2:10][N:11]2[CH:15]=[C:14]([C:16]([CH3:19])([CH3:18])[CH3:17])[S:13]/[C:12]/2=[N:20]\[C:21]([C:23]2[CH:28]=[C:27]([Cl:29])[CH:26]=[CH:25][C:24]=2[O:30][CH3:31])=[N:41][C:40]#[N:39])[CH2:9][CH2:8][CH2:7][CH2:6]1)(=[O:3])[CH3:2].